Task: Regression. Given a peptide amino acid sequence and an MHC pseudo amino acid sequence, predict their binding affinity value. This is MHC class II binding data.. Dataset: Peptide-MHC class II binding affinity with 134,281 pairs from IEDB The peptide sequence is ELAAVSVDCSEYPKP. The MHC is HLA-DQA10101-DQB10501 with pseudo-sequence HLA-DQA10101-DQB10501. The binding affinity (normalized) is 0.0349.